Dataset: Reaction yield outcomes from USPTO patents with 853,638 reactions. Task: Predict the reaction yield, written as a fraction of the theoretical maximum amount of product (1.0 means a 100% yield; for example, 0.34 means a 34% yield). The reactants are [Br:1][C:2]1[CH:7]=[CH:6][CH:5]=[CH:4][C:3]=1[NH:8][C:9](=[O:14])[C:10]([F:13])([F:12])[F:11].[Cl:15][S:16](O)(=[O:18])=[O:17]. No catalyst specified. The product is [Br:1][C:2]1[CH:7]=[C:6]([S:16]([Cl:15])(=[O:18])=[O:17])[CH:5]=[CH:4][C:3]=1[NH:8][C:9](=[O:14])[C:10]([F:13])([F:11])[F:12]. The yield is 0.800.